From a dataset of Catalyst prediction with 721,799 reactions and 888 catalyst types from USPTO. Predict which catalyst facilitates the given reaction. (1) Reactant: [CH3:1][C@H:2]1[N:7]([C:8]2[C:9]3[CH2:37][N:36]([C:38]4[CH:43]=[C:42]([C:44]5([CH3:48])[CH2:47][O:46][CH2:45]5)[CH:41]=[CH:40][C:39]=4[CH3:49])[CH2:35][CH2:34][C:10]=3[N:11]=[C:12]([C:14]3[CH:22]=[CH:21][CH:20]=[C:19]4[C:15]=3[C:16]([CH3:33])=[CH:17][N:18]4S(C3C=CC(C)=CC=3)(=O)=O)[N:13]=2)[CH2:6][CH2:5][N:4]([C:50](=[O:52])[CH3:51])[CH2:3]1.[OH-].[NH4+].[OH-].[K+]. Product: [CH3:1][C@H:2]1[N:7]([C:8]2[C:9]3[CH2:37][N:36]([C:38]4[CH:43]=[C:42]([C:44]5([CH3:48])[CH2:45][O:46][CH2:47]5)[CH:41]=[CH:40][C:39]=4[CH3:49])[CH2:35][CH2:34][C:10]=3[N:11]=[C:12]([C:14]3[CH:22]=[CH:21][CH:20]=[C:19]4[C:15]=3[C:16]([CH3:33])=[CH:17][NH:18]4)[N:13]=2)[CH2:6][CH2:5][N:4]([C:50](=[O:52])[CH3:51])[CH2:3]1. The catalyst class is: 14. (2) Reactant: [Br:1][C:2]1[C:3]([F:11])=[C:4]([C:7]([Br:10])=[CH:8][CH:9]=1)[CH:5]=O.[CH3:12][O:13][C:14]1[CH:19]=[CH:18][C:17]([CH2:20][NH2:21])=[CH:16][CH:15]=1. Product: [Br:1][C:2]1[C:3]([F:11])=[C:4]([CH2:5][NH:21][CH2:20][C:17]2[CH:18]=[CH:19][C:14]([O:13][CH3:12])=[CH:15][CH:16]=2)[C:7]([Br:10])=[CH:8][CH:9]=1. The catalyst class is: 4. (3) Reactant: Cl[C:2]1[N:3]=[CH:4][C:5]2[N:11]([CH2:12][CH2:13][CH3:14])[C:10](=[O:15])[C:9]([F:17])([F:16])[CH2:8][N:7]([CH:18]3[CH2:22][CH2:21][CH2:20][CH2:19]3)[C:6]=2[N:23]=1.[NH2:24][C:25]1[CH:39]=[CH:38][C:28]([C:29]([NH:31][CH:32]2[CH2:37][CH2:36][O:35][CH2:34][CH2:33]2)=[O:30])=[CH:27][CH:26]=1.O.C1(C)C=CC(S(O)(=O)=O)=CC=1. Product: [CH:18]1([N:7]2[CH2:8][C:9]([F:17])([F:16])[C:10](=[O:15])[N:11]([CH2:12][CH2:13][CH3:14])[C:5]3[CH:4]=[N:3][C:2]([NH:24][C:25]4[CH:26]=[CH:27][C:28]([C:29]([NH:31][CH:32]5[CH2:37][CH2:36][O:35][CH2:34][CH2:33]5)=[O:30])=[CH:38][CH:39]=4)=[N:23][C:6]2=3)[CH2:22][CH2:21][CH2:20][CH2:19]1. The catalyst class is: 41. (4) Reactant: [CH:1]1([C:4]([C:6]2[CH:7]=[N:8][C:9]3[C:14]([C:15]=2[NH:16][C:17]2[CH:18]=[CH:19][C:20]([N:23]4[CH2:27][CH2:26][CH:25]([N:28](C)[C:29](=O)OC(C)(C)C)[CH2:24]4)=[N:21][CH:22]=2)=[CH:13][C:12]([C:37]2[CH:42]=[C:41]([Cl:43])[C:40]([OH:44])=[C:39]([Cl:45])[CH:38]=2)=[CH:11][CH:10]=3)=[O:5])[CH2:3][CH2:2]1.C(O)(C(F)(F)F)=O.[ClH:53]. Product: [ClH:43].[ClH:53].[ClH:43].[CH:1]1([C:4]([C:6]2[CH:7]=[N:8][C:9]3[C:14]([C:15]=2[NH:16][C:17]2[CH:22]=[N:21][C:20]([N:23]4[CH2:27][CH2:26][CH:25]([NH:28][CH3:29])[CH2:24]4)=[CH:19][CH:18]=2)=[CH:13][C:12]([C:37]2[CH:38]=[C:39]([Cl:45])[C:40]([OH:44])=[C:41]([Cl:43])[CH:42]=2)=[CH:11][CH:10]=3)=[O:5])[CH2:3][CH2:2]1. The catalyst class is: 1.